This data is from Catalyst prediction with 721,799 reactions and 888 catalyst types from USPTO. The task is: Predict which catalyst facilitates the given reaction. (1) Reactant: [Cl:1][C:2]1([Cl:25])[C@H:7]([O:8][Si:9]([C:12]([CH3:15])([CH3:14])[CH3:13])([CH3:11])[CH3:10])[C@@H:6]([CH2:16][O:17][Si:18]([C:21]([CH3:24])([CH3:23])[CH3:22])([CH3:20])[CH3:19])[O:5][CH:3]1[OH:4].C(N(CC)CC)C.[CH3:33][S:34](Cl)(=[O:36])=[O:35]. Product: [CH3:33][S:34]([C:3]1([O:5][C@H:6]([CH2:16][O:17][Si:18]([C:21]([CH3:24])([CH3:23])[CH3:22])([CH3:19])[CH3:20])[C@@H:7]([O:8][Si:9]([C:12]([CH3:15])([CH3:13])[CH3:14])([CH3:10])[CH3:11])[C:2]1([Cl:1])[Cl:25])[OH:4])(=[O:36])=[O:35]. The catalyst class is: 2. (2) Reactant: FC1C=CC(C[N:7]2[CH2:14][CH2:13][C:10]3([CH2:12][CH2:11]3)[CH2:9][CH:8]2[C:15]([NH:17][C@H:18]([C:20]2[CH:28]=[CH:27][C:23]([C:24]([OH:26])=[O:25])=[CH:22][CH:21]=2)[CH3:19])=[O:16])=CC=1.C([O-])=O.[NH4+]. Product: [CH2:11]1[C:10]2([CH2:13][CH2:14][NH:7][CH:8]([C:15]([NH:17][C@H:18]([C:20]3[CH:28]=[CH:27][C:23]([C:24]([OH:26])=[O:25])=[CH:22][CH:21]=3)[CH3:19])=[O:16])[CH2:9]2)[CH2:12]1. The catalyst class is: 50. (3) Reactant: [CH3:1][N:2]1[C@@H:11]2[CH2:12][C:13]3[CH:18]=[CH:17][C:16]([OH:19])=[CH:15][C:14]=3[C@@:5]3([C@H:10]2[CH2:9][CH2:8][CH2:7][CH2:6]3)[CH2:4][CH2:3]1.[C@H](O)(C(O)=O)[C@@H](O)C(O)=O.O.O. Product: [CH3:1][N:2]1[C@@H:11]2[CH2:12][C:13]3[CH:18]=[CH:17][C:16]([OH:19])=[CH:15][C:14]=3[C@@:5]3([C@H:10]2[CH2:9][CH2:8][CH2:7][CH2:6]3)[CH2:4][CH2:3]1. The catalyst class is: 389. (4) Reactant: [CH2:1]([N:8]([CH2:25][C:26]1[CH:31]=[CH:30][CH:29]=[CH:28][CH:27]=1)[C:9]1[N:14]=[C:13]([C:15](OC)=[O:16])[C:12]([CH2:19][CH2:20]C(OC)=O)=[CH:11][CH:10]=1)[C:2]1[CH:7]=[CH:6][CH:5]=[CH:4][CH:3]=1.[H-].[Na+]. Product: [CH2:1]([N:8]([CH2:25][C:26]1[CH:27]=[CH:28][CH:29]=[CH:30][CH:31]=1)[C:9]1[N:14]=[C:13]2[C:15](=[O:16])[CH2:20][CH2:19][C:12]2=[CH:11][CH:10]=1)[C:2]1[CH:3]=[CH:4][CH:5]=[CH:6][CH:7]=1. The catalyst class is: 83. (5) Reactant: [Br:1][C:2]1[CH:9]=[CH:8][C:5]([CH2:6]Br)=[CH:4][CH:3]=1.[OH:10][CH2:11][C:12]1[CH:13]=[C:14](B(O)O)[CH:15]=[CH:16][CH:17]=1.C(=O)([O-])[O-].[Na+].[Na+]. Product: [Br:1][C:2]1[CH:9]=[CH:8][C:5]([CH2:6][C:16]2[CH:17]=[C:12]([CH2:11][OH:10])[CH:13]=[CH:14][CH:15]=2)=[CH:4][CH:3]=1. The catalyst class is: 460. (6) Reactant: [Si:1](Cl)([C:4]([CH3:7])([CH3:6])[CH3:5])([CH3:3])[CH3:2].[OH:9][C:10]1[CH:15]=[CH:14][C:13]([C:16]2[CH:21]=[CH:20][CH:19]=[C:18]([CH2:22][C:23]([O:25][CH2:26][CH:27]=[CH2:28])=[O:24])[C:17]=2[CH3:29])=[CH:12][CH:11]=1.N1C=CN=C1. Product: [Si:1]([O:9][C:10]1[CH:11]=[CH:12][C:13]([C:16]2[CH:21]=[CH:20][CH:19]=[C:18]([CH2:22][C:23]([O:25][CH2:26][CH:27]=[CH2:28])=[O:24])[C:17]=2[CH3:29])=[CH:14][CH:15]=1)([C:4]([CH3:7])([CH3:6])[CH3:5])([CH3:3])[CH3:2]. The catalyst class is: 42. (7) Reactant: [Cl:1][C:2]1[CH:7]=[CH:6][C:5]([C:8]2[N:9]=[C:10]([C:24]([NH:26][CH2:27][C:28]3[CH:33]=[CH:32][C:31]([F:34])=[CH:30][CH:29]=3)=[O:25])[C:11]([C:21]([OH:23])=O)=[N:12][C:13]=2[C:14]2[CH:19]=[CH:18][C:17]([Cl:20])=[CH:16][CH:15]=2)=[CH:4][CH:3]=1.CN(C=O)C.C(Cl)(=O)C(Cl)=O. Product: [Cl:1][C:2]1[CH:3]=[CH:4][C:5]([C:8]2[N:9]=[C:10]3[C:24](=[O:25])[N:26]([CH2:27][C:28]4[CH:33]=[CH:32][C:31]([F:34])=[CH:30][CH:29]=4)[C:21](=[O:23])[C:11]3=[N:12][C:13]=2[C:14]2[CH:19]=[CH:18][C:17]([Cl:20])=[CH:16][CH:15]=2)=[CH:6][CH:7]=1. The catalyst class is: 2. (8) Reactant: [OH:1][CH:2]1[CH:18]2[CH:9]([CH2:10][CH2:11][C:12]3[C:17]2([CH3:19])[CH2:16][CH2:15][C:14](=[O:20])[CH:13]=3)[CH:8]2[C:4]([CH3:24])([CH:5]([C:21](O)=[O:22])[CH2:6][CH2:7]2)[CH2:3]1.C[CH2:26][N:27]=[C:28]=NCCCN(C)C.Cl.CN1CCOCC1. Product: [OH:1][C@@H:2]1[C@H:18]2[C@@H:9]([CH2:10][CH2:11][C:12]3[C@:17]2([CH3:19])[CH2:16][CH2:15][C:14](=[O:20])[CH:13]=3)[C@H:8]2[C@@:4]([CH3:24])([C@@H:5]([C:21]([N:27]([CH3:28])[CH3:26])=[O:22])[CH2:6][CH2:7]2)[CH2:3]1. The catalyst class is: 3. (9) Reactant: [O:1]=[S:2]1(=[O:33])[C:7]2[CH:8]=[CH:9][CH:10]=[CH:11][C:6]=2[NH:5][C:4]([C:12]2[C:13](=[O:32])[N:14]([N:23]=[CH:24][C:25]3[CH:30]=[CH:29][C:28]([CH3:31])=[CH:27][CH:26]=3)[C:15]3[C:20]([C:21]=2[OH:22])=[CH:19][CH:18]=[CH:17][CH:16]=3)=[N:3]1.CO.[BH4-].[Li+].Cl. Product: [O:33]=[S:2]1(=[O:1])[C:7]2[CH:8]=[CH:9][CH:10]=[CH:11][C:6]=2[NH:5][C:4]([C:12]2[C:13](=[O:32])[N:14]([NH:23][CH2:24][C:25]3[CH:26]=[CH:27][C:28]([CH3:31])=[CH:29][CH:30]=3)[C:15]3[C:20]([C:21]=2[OH:22])=[CH:19][CH:18]=[CH:17][CH:16]=3)=[N:3]1. The catalyst class is: 30.